This data is from Catalyst prediction with 721,799 reactions and 888 catalyst types from USPTO. The task is: Predict which catalyst facilitates the given reaction. (1) Reactant: [CH2:1]([N:3]1[C:11]2[C:6](=[N:7][CH:8]=[CH:9][C:10]=2[CH3:12])[N:5]([C:13]2[CH:18]=[CH:17][C:16]([OH:19])=[CH:15][CH:14]=2)[C:4]1=[O:20])[CH3:2].N1C=CN=C1.[CH:26]([Si:29](Cl)([CH:33]([CH3:35])[CH3:34])[CH:30]([CH3:32])[CH3:31])([CH3:28])[CH3:27].O. Product: [CH2:1]([N:3]1[C:11]2[C:6](=[N:7][CH:8]=[CH:9][C:10]=2[CH3:12])[N:5]([C:13]2[CH:18]=[CH:17][C:16]([O:19][Si:29]([CH:33]([CH3:35])[CH3:34])([CH:30]([CH3:32])[CH3:31])[CH:26]([CH3:28])[CH3:27])=[CH:15][CH:14]=2)[C:4]1=[O:20])[CH3:2]. The catalyst class is: 3. (2) Reactant: [Br:1][C:2]1[CH:3]=[C:4]2[C:10]([C:11](=[O:16])C(Cl)(Cl)Cl)=[CH:9][NH:8][C:5]2=[N:6][CH:7]=1.[NH3:17]. Product: [Br:1][C:2]1[CH:3]=[C:4]2[C:10]([C:11]([NH2:17])=[O:16])=[CH:9][NH:8][C:5]2=[N:6][CH:7]=1. The catalyst class is: 7. (3) Reactant: [N:1]([CH2:4][C:5]1[N:6]=[N:7][C:8]([C:11]2[C:16]([F:17])=[CH:15][CH:14]=[CH:13][C:12]=2[F:18])=[CH:9][CH:10]=1)=[N+]=[N-].P(C)(C)C.[F:23][C@H:24]1[C@H:29]([N:30]2[C:38](=[O:39])[C:37]3[C:32](=[CH:33][CH:34]=[CH:35][CH:36]=3)[C:31]2=[O:40])[CH:28]=[C:27]([C:41]2[CH:46]=[CH:45][N:44]=[CH:43][C:42]=2[N:47]=[C:48]=S)[CH2:26][CH2:25]1. Product: [F:18][C:12]1[CH:13]=[CH:14][CH:15]=[C:16]([F:17])[C:11]=1[C:8]1[CH:9]=[CH:10][C:5]2[N:6]([C:48]([NH:47][C:42]3[CH:43]=[N:44][CH:45]=[CH:46][C:41]=3[C:27]3[CH2:26][CH2:25][C@@H:24]([F:23])[C@H:29]([N:30]4[C:38](=[O:39])[C:37]5[C:32](=[CH:33][CH:34]=[CH:35][CH:36]=5)[C:31]4=[O:40])[CH:28]=3)=[N:1][CH:4]=2)[N:7]=1. The catalyst class is: 1. (4) Reactant: [O:1]=[C:2]([CH2:6][CH3:7])[CH2:3][C:4]#[N:5].[CH:8]([C:10]1[CH:17]=[CH:16][C:13]([C:14]#[N:15])=[CH:12][CH:11]=1)=O.N1CCC[C@H]1C(O)=O. Product: [C:4]([C:3]([C:2](=[O:1])[CH2:6][CH3:7])=[CH:8][C:10]1[CH:17]=[CH:16][C:13]([C:14]#[N:15])=[CH:12][CH:11]=1)#[N:5]. The catalyst class is: 14. (5) Reactant: O1CCCC1.[Br:6][C:7]1[C:12]([F:13])=[CH:11][C:10]([S:14](Cl)(=[O:16])=[O:15])=[C:9]([F:18])[CH:8]=1.O.[NH3:20]. Product: [Br:6][C:7]1[C:12]([F:13])=[CH:11][C:10]([S:14]([NH2:20])(=[O:16])=[O:15])=[C:9]([F:18])[CH:8]=1. The catalyst class is: 6. (6) Reactant: C([O-])(=O)C.[Na+].[CH3:6][C:7]1([CH2:10][CH2:11][C:12]([O:14][C:15]([CH3:18])([CH3:17])[CH3:16])=[O:13])[CH2:9][O:8]1.[Cl:19][C:20]1[NH:21][CH:22]=[C:23]([N+:25]([O-:27])=[O:26])[N:24]=1. Product: [Cl:19][C:20]1[N:21]([CH2:9][C:7]([OH:8])([CH3:6])[CH2:10][CH2:11][C:12]([O:14][C:15]([CH3:18])([CH3:17])[CH3:16])=[O:13])[CH:22]=[C:23]([N+:25]([O-:27])=[O:26])[N:24]=1. The catalyst class is: 8.